Dataset: Full USPTO retrosynthesis dataset with 1.9M reactions from patents (1976-2016). Task: Predict the reactants needed to synthesize the given product. The reactants are: [CH3:1][C:2]1[C:6]([C:7]2[CH:8]=[C:9](B3OC(C)(C)C(C)(C)O3)[C:10]3[NH:14][C:13](=[O:15])[NH:12][C:11]=3[CH:16]=2)=[C:5]([CH3:26])[O:4][N:3]=1.Br[C:28]1[N:32]([CH3:33])[N:31]=[CH:30][C:29]=1[C:34]#[N:35].C(Cl)Cl.C1CCN2C(=NCCC2)CC1.CS(C)=[O:52].O. Given the product [CH3:1][C:2]1[C:6]([C:7]2[CH:8]=[C:9]([C:28]3[N:32]([CH3:33])[N:31]=[CH:30][C:29]=3[C:34]([NH2:35])=[O:52])[C:10]3[NH:14][C:13](=[O:15])[NH:12][C:11]=3[CH:16]=2)=[C:5]([CH3:26])[O:4][N:3]=1, predict the reactants needed to synthesize it.